The task is: Predict the reactants needed to synthesize the given product.. This data is from Full USPTO retrosynthesis dataset with 1.9M reactions from patents (1976-2016). (1) Given the product [C:17]([C:14]1[CH:15]=[CH:16][C:11]([C:9]2[O:8][N:7]=[C:6]([C:4]([OH:5])=[O:3])[CH:10]=2)=[C:12]([F:19])[CH:13]=1)#[N:18], predict the reactants needed to synthesize it. The reactants are: C([O:3][C:4]([C:6]1[CH:10]=[C:9]([C:11]2[CH:16]=[CH:15][C:14]([C:17]#[N:18])=[CH:13][C:12]=2[F:19])[O:8][N:7]=1)=[O:5])C.[OH-].[Na+]. (2) Given the product [F:1][C:2]1[N:3]=[C:4]([C:8]([OH:10])=[O:15])[CH:5]=[CH:6][CH:7]=1, predict the reactants needed to synthesize it. The reactants are: [F:1][C:2]1[CH:7]=[CH:6][CH:5]=[C:4]([CH3:8])[N:3]=1.[Mn]([O-])(=O)(=O)=[O:10].[K+].[OH2:15].